This data is from Reaction yield outcomes from USPTO patents with 853,638 reactions. The task is: Predict the reaction yield, written as a fraction of the theoretical maximum amount of product (1.0 means a 100% yield; for example, 0.34 means a 34% yield). (1) The reactants are [CH:1]1([C:6]([OH:16])([C:10]2[CH:15]=[CH:14][CH:13]=[CH:12][CH:11]=2)[C:7]([OH:9])=O)[CH2:5][CH2:4][CH2:3][CH2:2]1.OC1C2N=NNC=2C=CC=1.Cl.CN(C)CCCN=C=NCC.CN(C1C=CC=CN=1)C.CN1CCOCC1.[CH2:55]([N:62]1[CH2:66][CH2:65][CH:64]([CH2:67][NH:68][CH3:69])[CH2:63]1)[C:56]1[CH:61]=[CH:60][CH:59]=[CH:58][CH:57]=1. The catalyst is CN(C)C=O.O. The product is [CH2:55]([N:62]1[CH2:66][CH2:65][CH:64]([CH2:67][N:68]([CH3:69])[C:7](=[O:9])[C:6]([CH:1]2[CH2:2][CH2:3][CH2:4][CH2:5]2)([OH:16])[C:10]2[CH:15]=[CH:14][CH:13]=[CH:12][CH:11]=2)[CH2:63]1)[C:56]1[CH:61]=[CH:60][CH:59]=[CH:58][CH:57]=1. The yield is 0.753. (2) The reactants are [C:1]([C:4]1[CH:17]=[CH:16][C:7]([CH2:8][N:9]2[C:13](=[O:14])[CH2:12][S:11][C:10]2=[O:15])=[CH:6][CH:5]=1)([OH:3])=O.[NH2:18][C:19]1[CH:24]=[CH:23][CH:22]=[CH:21][CH:20]=1.P(Cl)(Cl)Cl.C1(C)C=CC=CC=1. The catalyst is O. The product is [C:19]1([NH:18][C:1]([C:4]2[CH:17]=[CH:16][C:7]([CH2:8][N:9]3[C:13](=[O:14])[CH2:12][S:11][C:10]3=[O:15])=[CH:6][CH:5]=2)=[O:3])[CH:24]=[CH:23][CH:22]=[CH:21][CH:20]=1. The yield is 0.625.